Dataset: Full USPTO retrosynthesis dataset with 1.9M reactions from patents (1976-2016). Task: Predict the reactants needed to synthesize the given product. (1) Given the product [CH3:21][S:22]([O:1][CH2:2][C:3]1[S:7][C:6]([C:8]2[N:13]=[CH:12][CH:11]=[CH:10][N:9]=2)=[N:5][N:4]=1)(=[O:24])=[O:23], predict the reactants needed to synthesize it. The reactants are: [OH:1][CH2:2][C:3]1[S:7][C:6]([C:8]2[N:13]=[CH:12][CH:11]=[CH:10][N:9]=2)=[N:5][N:4]=1.C(N(CC)CC)C.[CH3:21][S:22](Cl)(=[O:24])=[O:23]. (2) Given the product [CH3:31][C:32]1([CH2:36][O:11][C:6]2[CH:7]=[CH:8][CH:9]=[C:10]3[C:5]=2[CH2:4][CH2:3][N:2]=[CH:1]3)[CH2:35][O:34][CH2:33]1, predict the reactants needed to synthesize it. The reactants are: [CH:1]1[C:10]2[CH:9]=[CH:8][CH:7]=[C:6]([OH:11])[C:5]=2[CH:4]=[CH:3][N:2]=1.C1C=CC(P(C2C=CC=CC=2)C2C=CC=CC=2)=CC=1.[CH3:31][C:32]1([CH2:36]O)[CH2:35][O:34][CH2:33]1.N(C(OC(C)C)=O)=NC(OC(C)C)=O.C1C2C(=CC=CC=2)C=CN=1.[H][H]. (3) Given the product [CH:1]([OH:3])=[O:2].[NH2:4][C:5]1[N:10]=[CH:9][N:8]=[C:7]2[N:11]([CH:22]([C:24]3[O:25][C:26](=[O:40])[C:27]4[C:32]([C:33]=3[C:34]3[CH2:35][CH2:36][N:37]([CH:42]5[CH2:43][N:44]([C:46]([O:48][C:49]([CH3:52])([CH3:51])[CH3:50])=[O:47])[CH2:45]5)[CH2:38][CH:39]=3)=[CH:31][CH:30]=[CH:29][CH:28]=4)[CH3:23])[N:12]=[C:13]([C:14]3[CH:19]=[C:18]([OH:20])[CH:17]=[C:16]([F:21])[CH:15]=3)[C:6]=12, predict the reactants needed to synthesize it. The reactants are: [CH:1]([OH:3])=[O:2].[NH2:4][C:5]1[N:10]=[CH:9][N:8]=[C:7]2[N:11]([CH:22]([C:24]3[O:25][C:26](=[O:40])[C:27]4[C:32]([C:33]=3[C:34]3[CH2:35][CH2:36][NH:37][CH2:38][CH:39]=3)=[CH:31][CH:30]=[CH:29][CH:28]=4)[CH3:23])[N:12]=[C:13]([C:14]3[CH:19]=[C:18]([OH:20])[CH:17]=[C:16]([F:21])[CH:15]=3)[C:6]=12.O=[C:42]1[CH2:45][N:44]([C:46]([O:48][C:49]([CH3:52])([CH3:51])[CH3:50])=[O:47])[CH2:43]1. (4) Given the product [CH3:29][N:2]([CH3:1])[C:3]1([C:22]2[CH:27]=[CH:26][CH:25]=[C:24]([F:28])[CH:23]=2)[CH2:4][CH2:5][C:6]([CH2:10][CH2:11][CH2:12][C:13]2[C:34]3[C:32](=[CH:31][CH:37]=[CH:36][CH:35]=3)[NH:33][C:14]=2[Si:15]([CH2:20][CH3:21])([CH2:16][CH3:17])[CH2:18][CH3:19])([OH:9])[CH2:7][CH2:8]1, predict the reactants needed to synthesize it. The reactants are: [CH3:1][N:2]([CH3:29])[C:3]1([C:22]2[CH:27]=[CH:26][CH:25]=[C:24]([F:28])[CH:23]=2)[CH2:8][CH2:7][C:6]([CH2:10][CH2:11][CH2:12][C:13]#[C:14][Si:15]([CH2:20][CH3:21])([CH2:18][CH3:19])[CH2:16][CH3:17])([OH:9])[CH2:5][CH2:4]1.I[C:31]1[CH:37]=[CH:36][CH:35]=[CH:34][C:32]=1[NH2:33].C(=O)([O-])[O-].[Na+].[Na+]. (5) Given the product [C:46]([O:50][C:51](=[O:87])[NH:52][C@H:53]1[CH2:58][CH2:57][C@@H:56]([N:59]2[C:64](=[O:65])[C:63]3[CH:66]=[C:67]([F:70])[CH:68]=[N:69][C:62]=3[N:61]([C:71]3[CH:76]=[C:75]([C:44]4[CH:43]=[CH:42][C:39]([CH:40]=[O:41])=[CH:38][C:37]=4[Br:36])[CH:74]=[CH:73][CH:72]=3)[C:60]2=[O:86])[CH2:55][CH2:54]1)([CH3:49])([CH3:47])[CH3:48], predict the reactants needed to synthesize it. The reactants are: C1(P(C2CCCCC2)C2C=CC=CC=2C2C(OC)=CC=CC=2OC)CCCCC1.C(=O)([O-])[O-].[K+].[K+].[Br:36][C:37]1[CH:38]=[C:39]([CH:42]=[CH:43][C:44]=1Br)[CH:40]=[O:41].[C:46]([O:50][C:51](=[O:87])[NH:52][C@H:53]1[CH2:58][CH2:57][C@@H:56]([N:59]2[C:64](=[O:65])[C:63]3[CH:66]=[C:67]([F:70])[CH:68]=[N:69][C:62]=3[N:61]([C:71]3[CH:76]=[CH:75][CH:74]=[C:73](B4OC(C)(C)C(C)(C)O4)[CH:72]=3)[C:60]2=[O:86])[CH2:55][CH2:54]1)([CH3:49])([CH3:48])[CH3:47]. (6) Given the product [F:30][C:2]1([F:1])[CH2:6][N:5]([C:7]([CH:9]2[CH2:10][CH2:11][N:12]([C:15]3[CH:16]=[N:17][CH:18]=[CH:19][C:20]=3[N:21]3[CH:25]=[C:24]([CH3:26])[CH:23]=[N:22]3)[CH2:13][CH2:14]2)=[O:8])[C@H:4]([C:27]#[N:29])[CH2:3]1, predict the reactants needed to synthesize it. The reactants are: [F:1][C:2]1([F:30])[CH2:6][N:5]([C:7]([CH:9]2[CH2:14][CH2:13][N:12]([C:15]3[CH:16]=[N:17][CH:18]=[CH:19][C:20]=3[N:21]3[CH:25]=[C:24]([CH3:26])[CH:23]=[N:22]3)[CH2:11][CH2:10]2)=[O:8])[C@H:4]([C:27]([NH2:29])=O)[CH2:3]1.N1C=CN=C1.P(Cl)(Cl)(Cl)=O.Cl. (7) Given the product [CH2:34]([O:36][C:37]([C:38]1[N:17]2[CH:18]=[C:13]([N:9]3[CH2:10][CH2:11][CH2:12][CH:8]3[C:6]3[CH:7]=[C:2]([F:1])[CH:3]=[CH:4][C:5]=3[O:20][C@@H:21]3[CH2:25][CH2:24][O:23][CH2:22]3)[CH:14]=[CH:15][C:16]2=[N:19][CH:26]=1)=[O:40])[CH3:35], predict the reactants needed to synthesize it. The reactants are: [F:1][C:2]1[CH:3]=[CH:4][C:5]([O:20][C@@H:21]2[CH2:25][CH2:24][O:23][CH2:22]2)=[C:6]([CH:8]2[CH2:12][CH2:11][CH2:10][N:9]2[C:13]2[CH:14]=[CH:15][C:16]([NH2:19])=[N:17][CH:18]=2)[CH:7]=1.[CH3:26]N(C(OC)OC)C.[CH2:34]([O:36][C:37](=[O:40])[CH2:38]Br)[CH3:35].CO.